Dataset: Full USPTO retrosynthesis dataset with 1.9M reactions from patents (1976-2016). Task: Predict the reactants needed to synthesize the given product. (1) Given the product [ClH:16].[Cl:16][C:17]1[CH:22]=[C:21]([C:2]2[CH:7]=[CH:6][C:5]([C:8]([CH:10]3[CH2:15][CH2:14][NH:13][CH2:12][CH2:11]3)=[O:9])=[CH:4][CH:3]=2)[CH:20]=[CH:19][CH:18]=1, predict the reactants needed to synthesize it. The reactants are: Br[C:2]1[CH:7]=[CH:6][C:5]([C:8]([CH:10]2[CH2:15][CH2:14][NH:13][CH2:12][CH2:11]2)=[O:9])=[CH:4][CH:3]=1.[Cl:16][C:17]1[CH:18]=[C:19](B(O)O)[CH:20]=[CH:21][CH:22]=1.C(=O)([O-])[O-].[K+].[K+]. (2) Given the product [CH2:25]([NH:24][CH:21]1[CH2:22][O:23][C:16]2[C:17](=[N:18][CH:19]=[C:14]([NH:13][S:10]([C:7]3[CH:8]=[CH:9][C:4]([O:3][C:2]([F:29])([F:1])[F:30])=[CH:5][CH:6]=3)(=[O:12])=[O:11])[CH:15]=2)[CH2:20]1)[CH2:26][CH3:27], predict the reactants needed to synthesize it. The reactants are: [F:1][C:2]([F:30])([F:29])[O:3][C:4]1[CH:9]=[CH:8][C:7]([S:10]([NH:13][C:14]2[CH:15]=[C:16]3[O:23][CH2:22][CH:21]([NH:24][C:25](=O)[CH2:26][CH3:27])[CH2:20][C:17]3=[N:18][CH:19]=2)(=[O:12])=[O:11])=[CH:6][CH:5]=1.B.C1COCC1.